This data is from Forward reaction prediction with 1.9M reactions from USPTO patents (1976-2016). The task is: Predict the product of the given reaction. (1) The product is: [Cl:1][C:2]1[C:3]([F:14])=[C:4]([C:8]2([OH:13])[CH2:12][CH2:11][N:10]([CH2:22][CH3:23])[CH2:9]2)[CH:5]=[CH:6][CH:7]=1. Given the reactants [Cl:1][C:2]1[C:3]([F:14])=[C:4]([C:8]2([OH:13])[CH2:12][CH2:11][NH:10][CH2:9]2)[CH:5]=[CH:6][CH:7]=1.C(=O)([O-])[O-].[K+].[K+].I[CH2:22][CH3:23].C(=O)([O-])[O-].[Na+].[Na+], predict the reaction product. (2) Given the reactants [F:1][C:2]1[CH:20]=[CH:19][C:5]([CH2:6][N:7]([CH2:11][C:12]2[CH:17]=[CH:16][C:15]([F:18])=[CH:14][CH:13]=2)[C:8](=[O:10])[CH3:9])=[CH:4][CH:3]=1.[CH3:21][O:22][C:23](=[O:28])[C:24](OC)=[O:25], predict the reaction product. The product is: [CH3:21][O:22][C:23](=[O:28])[C:24]([OH:25])=[CH:9][C:8](=[O:10])[N:7]([CH2:11][C:12]1[CH:13]=[CH:14][C:15]([F:18])=[CH:16][CH:17]=1)[CH2:6][C:5]1[CH:4]=[CH:3][C:2]([F:1])=[CH:20][CH:19]=1. (3) Given the reactants [Cl:1][C:2]1[CH:7]=[CH:6][CH:5]=[CH:4][C:3]=1[NH:8][C:9](=[O:22])[CH2:10][CH2:11][C:12]1[C:17](Br)=[CH:16][C:15]([O:19][CH3:20])=[CH:14][C:13]=1[Br:21].C(=O)([O-])[O-].[K+].[K+], predict the reaction product. The product is: [Br:21][C:13]1[CH:14]=[C:15]([O:19][CH3:20])[CH:16]=[C:17]2[C:12]=1[CH2:11][CH2:10][C:9](=[O:22])[N:8]2[C:3]1[CH:4]=[CH:5][CH:6]=[CH:7][C:2]=1[Cl:1].